From a dataset of Peptide-MHC class I binding affinity with 185,985 pairs from IEDB/IMGT. Regression. Given a peptide amino acid sequence and an MHC pseudo amino acid sequence, predict their binding affinity value. This is MHC class I binding data. (1) The peptide sequence is ARHGEYAPF. The MHC is HLA-B73:01 with pseudo-sequence HLA-B73:01. The binding affinity (normalized) is 0.0847. (2) The peptide sequence is ALSSDGDTV. The MHC is HLA-A02:03 with pseudo-sequence HLA-A02:03. The binding affinity (normalized) is 0.898. (3) The peptide sequence is NELNYILLE. The MHC is HLA-B44:03 with pseudo-sequence HLA-B44:03. The binding affinity (normalized) is 0.393. (4) The peptide sequence is NYSKFWYLEH. The MHC is HLA-A33:01 with pseudo-sequence HLA-A33:01. The binding affinity (normalized) is 0.473. (5) The binding affinity (normalized) is 0.467. The peptide sequence is EQPQNGQFI. The MHC is H-2-Db with pseudo-sequence H-2-Db. (6) The peptide sequence is KLYKMRIPR. The MHC is HLA-A24:02 with pseudo-sequence HLA-A24:02. The binding affinity (normalized) is 0.0847.